From a dataset of Reaction yield outcomes from USPTO patents with 853,638 reactions. Predict the reaction yield, written as a fraction of the theoretical maximum amount of product (1.0 means a 100% yield; for example, 0.34 means a 34% yield). (1) The reactants are C1(P(C2C=CC=CC=2)C2C=CC=CC=2)C=CC=CC=1.N(C(OC(C)C)=O)=NC(OC(C)C)=O.[C:34]([O:38][C:39]([N:41]1[C:49]2[C:44](=[CH:45][CH:46]=[C:47]([OH:50])[CH:48]=2)[C:43]([NH:51][C:52](=[O:66])[C:53]2[CH:58]=[CH:57][C:56]([N:59]3[CH2:64][CH2:63][N:62]([CH3:65])[CH2:61][CH2:60]3)=[CH:55][CH:54]=2)=[N:42]1)=[O:40])([CH3:37])([CH3:36])[CH3:35].[O:67]([C:74]1[CH:75]=[C:76]([CH2:80]O)[CH:77]=[CH:78][CH:79]=1)[C:68]1[CH:73]=[CH:72][CH:71]=[CH:70][CH:69]=1. The catalyst is C(Cl)Cl.C(Cl)Cl.CO. The product is [C:34]([O:38][C:39]([N:41]1[C:49]2[C:44](=[CH:45][CH:46]=[C:47]([O:50][CH2:80][C:76]3[CH:77]=[CH:78][CH:79]=[C:74]([O:67][C:68]4[CH:73]=[CH:72][CH:71]=[CH:70][CH:69]=4)[CH:75]=3)[CH:48]=2)[C:43]([NH:51][C:52](=[O:66])[C:53]2[CH:58]=[CH:57][C:56]([N:59]3[CH2:64][CH2:63][N:62]([CH3:65])[CH2:61][CH2:60]3)=[CH:55][CH:54]=2)=[N:42]1)=[O:40])([CH3:37])([CH3:36])[CH3:35]. The yield is 0.620. (2) The reactants are I[C:2]1[N:3]=[C:4]([CH3:15])[N:5]([C:7]2[CH:12]=[N:11][N:10]([CH3:13])[C:9](=[O:14])[CH:8]=2)[CH:6]=1.C1(P(C2C=CC=CC=2)C2C=CC=CC=2)C=CC=CC=1.C(N(CC)CC)C.[Cl:42][C:43]1[CH:48]=[CH:47][CH:46]=[C:45]([C:49]#[CH:50])[CH:44]=1. The catalyst is [Cu]I. The product is [Cl:42][C:43]1[CH:44]=[C:45]([C:49]#[C:50][C:2]2[N:3]=[C:4]([CH3:15])[N:5]([C:7]3[CH:12]=[N:11][N:10]([CH3:13])[C:9](=[O:14])[CH:8]=3)[CH:6]=2)[CH:46]=[CH:47][CH:48]=1. The yield is 0.670. (3) The reactants are [C:1]1([S:7]([C:10]2[CH:15]=[CH:14][CH:13]=[C:12](F)[CH:11]=2)(=[O:9])=[O:8])[CH:6]=[CH:5][CH:4]=[CH:3][CH:2]=1.O.[NH2:18][NH2:19].CS(C)=O. The catalyst is O. The product is [C:1]1([S:7]([C:10]2[CH:11]=[C:12]([NH:18][NH2:19])[CH:13]=[CH:14][CH:15]=2)(=[O:9])=[O:8])[CH:6]=[CH:5][CH:4]=[CH:3][CH:2]=1. The yield is 0.950. (4) The reactants are [C:1]([N:5]1[C:9]([CH3:10])=[CH:8][C:7]([C:11](Cl)=[O:12])=[N:6]1)([CH3:4])([CH3:3])[CH3:2].[NH2:14][C:15]1[CH:16]=[C:17]([CH:30]=[CH:31][CH:32]=1)[C:18]([C:20]1[CH:28]=[C:27]2[C:23]([CH2:24][C:25](=[O:29])[NH:26]2)=[CH:22][CH:21]=1)=[O:19]. The catalyst is C1COCC1. The product is [O:29]=[C:25]1[CH2:24][C:23]2[C:27](=[CH:28][C:20]([C:18]([C:17]3[CH:16]=[C:15]([NH:14][C:11]([C:7]4[CH:8]=[C:9]([CH3:10])[N:5]([C:1]([CH3:4])([CH3:3])[CH3:2])[N:6]=4)=[O:12])[CH:32]=[CH:31][CH:30]=3)=[O:19])=[CH:21][CH:22]=2)[NH:26]1. The yield is 0.480.